From a dataset of Experimentally validated miRNA-target interactions with 360,000+ pairs, plus equal number of negative samples. Binary Classification. Given a miRNA mature sequence and a target amino acid sequence, predict their likelihood of interaction. (1) The miRNA is mmu-miR-129-2-3p with sequence AAGCCCUUACCCCAAAAAGCAU. The protein sequence of the target gene is MDTRTPEVPCGDLLQNAAENLLLEVEEHFQALTTTLNLRMEEMGSRIEDLQRNVDDLMTQAGIENSIKEPAT. Result: 1 (interaction). (2) The miRNA is mmu-miR-1b-5p with sequence UACAUACUUCUUUACAUUCCA. The protein sequence of the target gene is MSSSHSRCGQSAAVASPGGSIDSRDAEMPATEKDLAEDAPWKKIQQNTFTRWCNEHLKCVSKRIANLQTDLSDGLRLIALLEVLSQKKMHRKHNQRPTFRQMQLENVSVALEFLDRESIKLVSIDSKAIVDGNLKLILGLIWTLILHYSISMPMWDEEEDEEAKKQTPKQRLLGWIQNKLPQLPITNFSRDWQSGRALGALVDSCAPGLCPDWDSWDASKPVNNAREAMQQADDWLGIPQVITPEEIVDPNVDEHSVMTYLSQFPKAKLKPGAPLRPKLNPKKARAYGPGIEPTGNMVKK.... Result: 0 (no interaction). (3) The miRNA is mmu-miR-7b-5p with sequence UGGAAGACUUGUGAUUUUGUUGUU. The protein sequence of the target gene is MDDQSRMLQTLAGVNLAGHSVQGGMALPPPPHGHEGADGDGRKQDIGDILHQIMTITDQSLDEAQAKKHALNCHRMKPALFSVLCEIKEKTGLSIRGAQEEDPPDPQLMRLDNMLLAEGVSGPEKGGGSAAAAAAAAASGGSSDNSIEHSDYRAKLTQIRQIYHTELEKYEQACNEFTTHVMNLLREQSRTRPISPKEIERMVGIIHRKFSSIQMQLKQSTCEAVMILRSRFLDARRKRRNFSKQATEILNEYFYSHLSNPYPSEEAKEELAKKCSITVSQVSNWFGNKRIRYKKNIGKF.... Result: 1 (interaction). (4) The miRNA is bta-miR-16a with sequence UAGCAGCACGUAAAUAUUGGUG. The protein sequence of the target gene is MIWCLRLTVLSLIISQGADGRRKPEVVSVVGRAGESAVLGCDLLPPAGHPPLHVIEWLRFGFLLPIFIQFGLYSPRIDPDYVGRVRLQTGASLQIEGLRVEDQGWYECRVLFLDQHSPEQDFANGSWVHLTVNSPPQFQETPPLVLEVKELEAVTLRCVARGSPQPYVTWKFRGQDLGKGQGQVQVQNGTLWIRRVERGSAGDYTCQASSSEGSITHATQLLVLGPPVIVVPPSNSTVNSSQDVSLACRAEAYPANLTYSWFQDGVNVFHISRLQSRVRILVDGSLWLQATQPDDAGHYT.... Result: 0 (no interaction).